Predict the product of the given reaction. From a dataset of Forward reaction prediction with 1.9M reactions from USPTO patents (1976-2016). (1) The product is: [NH2:10][C:11]1[CH:16]=[CH:15][C:14]([NH:17][C:18](=[O:26])[CH2:19][CH2:20][CH2:21][CH2:22][N:23]([CH3:24])[CH3:25])=[CH:13][CH:12]=1. Given the reactants C(OC(=O)[NH:10][C:11]1[CH:16]=[CH:15][C:14]([NH:17][C:18](=[O:26])[CH2:19][CH2:20][CH2:21][CH2:22][N:23]([CH3:25])[CH3:24])=[CH:13][CH:12]=1)C1C=CC=CC=1.Br.C(OCC)C, predict the reaction product. (2) Given the reactants [C:1]1([SH:11])[C:10]2[C:5](=[CH:6][CH:7]=[CH:8][CH:9]=2)[CH:4]=[CH:3][CH:2]=1.C([O-])([O-])=O.[K+].[K+].[CH:18]1[CH:23]=[CH:22][C:21]([CH2:24]Br)=[CH:20][CH:19]=1, predict the reaction product. The product is: [CH2:24]([S:11][C:1]1[C:10]2[C:5](=[CH:6][CH:7]=[CH:8][CH:9]=2)[CH:4]=[CH:3][CH:2]=1)[C:21]1[CH:22]=[CH:23][CH:18]=[CH:19][CH:20]=1. (3) Given the reactants [CH:1]([O:4][C:5]1[CH:6]=[C:7]([CH:18]=[C:19]([C:21](=[O:29])[NH:22][C:23]2[CH:27]=[CH:26][N:25]([CH3:28])[N:24]=2)[CH:20]=1)[O:8][C:9]1[N:10]=[CH:11][C:12]([C:15]([OH:17])=O)=[N:13][CH:14]=1)([CH3:3])[CH3:2].CCN=C=NCCCN(C)C.ON1C2N=CC=CC=2N=N1.[C:51]([O:55][C:56]([NH:58][NH2:59])=[O:57])([CH3:54])([CH3:53])[CH3:52], predict the reaction product. The product is: [CH:1]([O:4][C:5]1[CH:6]=[C:7]([CH:18]=[C:19]([C:21](=[O:29])[NH:22][C:23]2[CH:27]=[CH:26][N:25]([CH3:28])[N:24]=2)[CH:20]=1)[O:8][C:9]1[N:10]=[CH:11][C:12]([C:15]([NH:59][NH:58][C:56]([O:55][C:51]([CH3:54])([CH3:53])[CH3:52])=[O:57])=[O:17])=[N:13][CH:14]=1)([CH3:2])[CH3:3]. (4) Given the reactants [C:1]([O:5][C:6]([NH:8][CH2:9][C:10]1[CH:18]=[CH:17][C:13]([C:14]([OH:16])=O)=[CH:12][C:11]=1[F:19])=[O:7])([CH3:4])([CH3:3])[CH3:2].[CH3:20][N:21]1[C:30]2[NH:29][C:28]3[CH:31]=[C:32]([CH3:35])[CH:33]=[CH:34][C:27]=3[NH:26][CH2:25][C:24]=2[CH:23]=[N:22]1.CCN(C(C)C)C(C)C, predict the reaction product. The product is: [C:1]([O:5][C:6](=[O:7])[NH:8][CH2:9][C:10]1[CH:18]=[CH:17][C:13]([C:14]([N:26]2[CH2:25][C:24]3[CH:23]=[N:22][N:21]([CH3:20])[C:30]=3[NH:29][C:28]3[CH:31]=[C:32]([CH3:35])[CH:33]=[CH:34][C:27]2=3)=[O:16])=[CH:12][C:11]=1[F:19])([CH3:2])([CH3:3])[CH3:4]. (5) Given the reactants [NH2:1][C:2]1[CH:3]=[C:4]([OH:10])[CH:5]=[C:6]([O:8][CH3:9])[CH:7]=1.[C:11](Cl)(=[O:20])[C:12]1[CH:17]=[CH:16][C:15]([O:18][CH3:19])=[CH:14][CH:13]=1.Cl, predict the reaction product. The product is: [OH:10][C:4]1[CH:3]=[C:2]([NH:1][C:11](=[O:20])[C:12]2[CH:17]=[CH:16][C:15]([O:18][CH3:19])=[CH:14][CH:13]=2)[CH:7]=[C:6]([O:8][CH3:9])[CH:5]=1. (6) The product is: [ClH:40].[ClH:40].[CH3:33][C:2]([C:34]1[CH:35]=[CH:36][CH:37]=[CH:38][CH:39]=1)([CH3:1])[CH2:3][NH:4][CH2:12][CH2:13][CH2:14][S:15][CH2:16][CH2:17][NH:18][CH2:19][C@@H:20]([C:21]1[C:29]2[S:28][C:27](=[O:30])[NH:26][C:25]=2[C:24]([OH:31])=[CH:23][CH:22]=1)[OH:32]. Given the reactants [CH3:1][C:2]([C:34]1[CH:39]=[CH:38][CH:37]=[CH:36][CH:35]=1)([CH3:33])[CH2:3][N:4]([CH2:12][CH2:13][CH2:14][S:15][CH2:16][CH2:17][NH:18][CH2:19][C@H:20]([OH:32])[C:21]1[C:29]2[S:28][C:27](=[O:30])[NH:26][C:25]=2[C:24]([OH:31])=[CH:23][CH:22]=1)C(=O)OC(C)(C)C.[ClH:40], predict the reaction product.